The task is: Predict the reactants needed to synthesize the given product.. This data is from Full USPTO retrosynthesis dataset with 1.9M reactions from patents (1976-2016). (1) The reactants are: [I:1][C:2]1[CH:7]=[C:6]([O:8][CH3:9])[N:5]=[CH:4][C:3]=1[NH:10]C(=O)C(C)(C)C. Given the product [I:1][C:2]1[CH:7]=[C:6]([O:8][CH3:9])[N:5]=[CH:4][C:3]=1[NH2:10], predict the reactants needed to synthesize it. (2) Given the product [NH2:1][C:2]1[N:6]([CH3:7])[N:5]=[CH:4][C:3]=1[CH2:8][N:9]([CH2:10][CH2:11][NH:12][C:13]([C:26]1[CH:31]=[CH:30][CH:29]=[CH:28][CH:27]=1)([C:20]1[CH:21]=[CH:22][CH:23]=[CH:24][CH:25]=1)[C:14]1[CH:19]=[CH:18][CH:17]=[CH:16][CH:15]=1)[C:45]([NH:46][C:47]([O:48][C:49]([CH3:52])([CH3:51])[CH3:50])=[O:53])=[N:54][C:55]([O:56][C:57]([CH3:60])([CH3:59])[CH3:58])=[O:61], predict the reactants needed to synthesize it. The reactants are: [NH2:1][C:2]1[N:6]([CH3:7])[N:5]=[CH:4][C:3]=1[CH2:8][NH:9][CH2:10][CH2:11][NH:12][C:13]([C:26]1[CH:31]=[CH:30][CH:29]=[CH:28][CH:27]=1)([C:20]1[CH:25]=[CH:24][CH:23]=[CH:22][CH:21]=1)[C:14]1[CH:19]=[CH:18][CH:17]=[CH:16][CH:15]=1.C(N(CC)CC)C.FC(F)(F)S(N=[C:45]([NH:54][C:55](=[O:61])[O:56][C:57]([CH3:60])([CH3:59])[CH3:58])[NH:46][C:47](=[O:53])[O:48][C:49]([CH3:52])([CH3:51])[CH3:50])(=O)=O. (3) Given the product [CH2:1]([N:8]([CH2:9][C:10]#[CH:11])[C:19](=[O:24])[C:20]([CH3:23])([CH3:22])[CH3:21])[C:2]1[CH:7]=[CH:6][CH:5]=[CH:4][CH:3]=1, predict the reactants needed to synthesize it. The reactants are: [CH2:1]([NH:8][CH2:9][C:10]#[CH:11])[C:2]1[CH:7]=[CH:6][CH:5]=[CH:4][CH:3]=1.C(N(CC)CC)C.[C:19](Cl)(=[O:24])[C:20]([CH3:23])([CH3:22])[CH3:21]. (4) Given the product [Cl:1][C:2]1[CH:3]=[C:4]([NH2:10])[C:5]([NH2:9])=[CH:6][C:7]=1[C:16]1[CH:15]=[CH:14][CH:13]=[C:12]([Cl:11])[C:17]=1[Cl:18], predict the reactants needed to synthesize it. The reactants are: [Cl:1][C:2]1[CH:3]=[C:4]([NH2:10])[C:5]([NH2:9])=[CH:6][C:7]=1I.[Cl:11][C:12]1[C:17]([Cl:18])=[CH:16][CH:15]=[CH:14][C:13]=1B(O)O.C(=O)([O-])[O-].[Na+].[Na+]. (5) Given the product [CH2:1]([O:19][CH2:22][CH2:21][CH2:20][NH2:23])[CH2:2][CH2:3][CH2:4][CH2:5][CH2:6][CH2:7][CH2:8][CH2:9][CH2:10][CH2:11][CH2:12][CH2:13][CH2:14][CH2:15][CH2:16][CH2:17][CH3:18], predict the reactants needed to synthesize it. The reactants are: [CH2:1]([OH:19])[CH2:2][CH2:3][CH2:4][CH2:5][CH2:6][CH2:7][CH2:8][CH2:9][CH2:10][CH2:11][CH2:12][CH2:13][CH2:14][CH2:15][CH2:16][CH2:17][CH3:18].[C:20](#[N:23])[CH:21]=[CH2:22]. (6) Given the product [CH2:34]([N:41]1[C:49]2[C:44](=[C:45]([NH:50][C:31]([C:28]3[N:25]4[CH:26]=[CH:27][C:22]([OH:21])=[CH:23][C:24]4=[N:30][CH:29]=3)=[O:33])[CH:46]=[CH:47][CH:48]=2)[CH:43]=[N:42]1)[C:35]1[CH:36]=[CH:37][CH:38]=[CH:39][CH:40]=1, predict the reactants needed to synthesize it. The reactants are: CCN=C=NCCCN(C)C.CC1C=C(C)C=C(C)N=1.[OH:21][C:22]1[CH:27]=[CH:26][N:25]2[C:28]([C:31]([OH:33])=O)=[CH:29][N:30]=[C:24]2[CH:23]=1.[CH2:34]([N:41]1[C:49]2[CH:48]=[CH:47][CH:46]=[C:45]([NH2:50])[C:44]=2[CH:43]=[N:42]1)[C:35]1[CH:40]=[CH:39][CH:38]=[CH:37][CH:36]=1. (7) Given the product [Br:33][C:21]1[N:22]=[C:16]2[N:17]([CH:18]=[N:19][C:14]([CH2:13][N:9]3[CH:10]=[CH:11][N:12]=[C:8]3[C:3]3[C:2]([F:1])=[CH:7][CH:6]=[CH:5][N:4]=3)=[C:15]2[CH2:24][CH2:25][CH3:26])[N:20]=1, predict the reactants needed to synthesize it. The reactants are: [F:1][C:2]1[C:3]([C:8]2[N:9]([CH2:13][C:14]3[N:19]=[CH:18][N:17]4[N:20]=[C:21](N)[N:22]=[C:16]4[C:15]=3[CH2:24][CH2:25][CH3:26])[CH:10]=[CH:11][N:12]=2)=[N:4][CH:5]=[CH:6][CH:7]=1.N([O-])=O.[Na+].[NH4+].[OH-].[BrH:33].